From a dataset of Full USPTO retrosynthesis dataset with 1.9M reactions from patents (1976-2016). Predict the reactants needed to synthesize the given product. (1) Given the product [CH2:1]([N:8]([CH2:21][C:22]1[CH:27]=[CH:26][CH:25]=[CH:24][CH:23]=1)[C:9]1[CH:14]=[CH:13][C:12]([N:31]2[CH2:30][CH2:29][N:28]([C:34]([O:36][C:37]([CH3:40])([CH3:39])[CH3:38])=[O:35])[CH2:33][CH2:32]2)=[CH:11][C:10]=1[O:16][C:17]([F:20])([F:19])[F:18])[C:2]1[CH:7]=[CH:6][CH:5]=[CH:4][CH:3]=1, predict the reactants needed to synthesize it. The reactants are: [CH2:1]([N:8]([CH2:21][C:22]1[CH:27]=[CH:26][CH:25]=[CH:24][CH:23]=1)[C:9]1[CH:14]=[CH:13][C:12](Br)=[CH:11][C:10]=1[O:16][C:17]([F:20])([F:19])[F:18])[C:2]1[CH:7]=[CH:6][CH:5]=[CH:4][CH:3]=1.[N:28]1([C:34]([O:36][C:37]([CH3:40])([CH3:39])[CH3:38])=[O:35])[CH2:33][CH2:32][NH:31][CH2:30][CH2:29]1.C1(P(C2C(P(C3C=CC=CC=3)C3C=CC=CC=3)=C(C3C4C(=CC=CC=4)C=CC=3)C3C(C=2)=CC=CC=3)C2C=CC=CC=2)C=CC=CC=1.C(=O)([O-])[O-].[Cs+].[Cs+]. (2) Given the product [CH3:1][O:2][C:3]1[CH:8]=[CH:7][C:6]([C:9]2[CH:12]=[N:14][NH:15][CH:10]=2)=[CH:5][CH:4]=1, predict the reactants needed to synthesize it. The reactants are: [CH3:1][O:2][C:3]1[CH:8]=[CH:7][C:6]([CH:9]([CH:12]=O)[CH:10]=O)=[CH:5][CH:4]=1.[NH2:14][NH2:15]. (3) Given the product [CH3:7][O:8][C:9]1[CH:17]=[CH:16][C:12]([C:13]2[N:23]([C:24]3[CH:25]=[CH:26][C:27]([O:30][CH3:31])=[CH:28][CH:29]=3)[N:22]=[C:20]([C:19]([F:18])([F:32])[F:33])[N:21]=2)=[CH:11][N:10]=1, predict the reactants needed to synthesize it. The reactants are: C(Cl)(=O)C(Cl)=O.[CH3:7][O:8][C:9]1[CH:17]=[CH:16][C:12]([C:13](O)=O)=[CH:11][N:10]=1.[F:18][C:19]([F:33])([F:32])[C:20](=[N:22][NH:23][C:24]1[CH:29]=[CH:28][C:27]([O:30][CH3:31])=[CH:26][CH:25]=1)[NH2:21].N1C=CC=CC=1. (4) Given the product [CH3:9][C:7]([Si:10]([O:11][CH2:12][CH2:13][C:14]1[O:15][C:16]([CH2:21][CH2:22][OH:23])=[CH:17][CH:18]=1)([CH3:19])[CH3:20])([CH3:6])[CH3:8], predict the reactants needed to synthesize it. The reactants are: [Li]C(C)(C)C.[CH3:6][C:7]([Si:10]([CH3:20])([CH3:19])[O:11][CH2:12][CH2:13][C:14]1[O:15][CH:16]=[CH:17][CH:18]=1)([CH3:9])[CH3:8].[CH2:21]1[O:23][CH2:22]1.[NH4+].[Cl-]. (5) Given the product [CH3:21][C:19]1[S:20][C:16]([CH2:15][NH:5][C:4]2[CH:6]=[C:7]([C:10]3[O:14][CH:13]=[N:12][CH:11]=3)[CH:8]=[CH:9][C:3]=2[O:2][CH3:1])=[CH:17][CH:18]=1, predict the reactants needed to synthesize it. The reactants are: [CH3:1][O:2][C:3]1[CH:9]=[CH:8][C:7]([C:10]2[O:14][CH:13]=[N:12][CH:11]=2)=[CH:6][C:4]=1[NH2:5].[CH3:15][C:16]1[S:20][C:19]([CH:21]=O)=[CH:18][CH:17]=1. (6) The reactants are: I[C:2]1[CH:28]=[CH:27][C:5]2[N:6]([CH2:9][C:10]3[CH:26]=[CH:25][C:13]4[N:14]=[C:15]([NH:17][C@@H:18]5[CH2:23][CH2:22][CH2:21][CH2:20][C@H:19]5[OH:24])[S:16][C:12]=4[CH:11]=3)[CH:7]=[N:8][C:4]=2[CH:3]=1.[NH:29]1[CH:33]=[CH:32][C:31](B(O)O)=[N:30]1.C([O-])(O)=O.[Na+].O. Given the product [NH:29]1[CH:33]=[CH:32][C:31]([C:2]2[CH:28]=[CH:27][C:5]3[N:6]([CH2:9][C:10]4[CH:26]=[CH:25][C:13]5[N:14]=[C:15]([NH:17][C@@H:18]6[CH2:23][CH2:22][CH2:21][CH2:20][C@H:19]6[OH:24])[S:16][C:12]=5[CH:11]=4)[CH:7]=[N:8][C:4]=3[CH:3]=2)=[N:30]1, predict the reactants needed to synthesize it.